Predict the reactants needed to synthesize the given product. From a dataset of Full USPTO retrosynthesis dataset with 1.9M reactions from patents (1976-2016). (1) Given the product [NH2:86][CH2:85][CH2:84][CH2:83][N:80]1[CH:69]=[C:68]([CH2:67][O:66][C:63]2[CH:62]=[CH:61][C:60]([CH2:59][N:17]([CH2:18][CH2:19][CH2:20][CH2:21][CH2:22][C:23](=[O:58])[NH:24][CH2:25][CH2:26][CH2:27][CH2:28][C@@H:29]([C:51]([O:53][C:54]([CH3:55])([CH3:56])[CH3:57])=[O:52])[NH:30][C:31](=[O:50])[NH:32][C@H:33]([C:43]([O:45][C:46]([CH3:47])([CH3:48])[CH3:49])=[O:44])[CH2:34][CH2:35][C:36]([O:38][C:39]([CH3:42])([CH3:41])[CH3:40])=[O:37])[CH2:16][C:12]3[N:11]([CH2:10][C:9]([N:8]([CH2:7][C:6]([O:5][C:1]([CH3:2])([CH3:3])[CH3:4])=[O:79])[CH2:71][C:72](=[O:78])[O:73][C:74]([CH3:77])([CH3:76])[CH3:75])=[O:70])[CH:15]=[CH:14][N:13]=3)=[CH:65][CH:64]=2)[N:82]=[N:81]1, predict the reactants needed to synthesize it. The reactants are: [C:1]([O:5][C:6](=[O:79])[CH2:7][N:8]([CH2:71][C:72](=[O:78])[O:73][C:74]([CH3:77])([CH3:76])[CH3:75])[C:9](=[O:70])[CH2:10][N:11]1[CH:15]=[CH:14][N:13]=[C:12]1[CH2:16][N:17]([CH2:59][C:60]1[CH:65]=[CH:64][C:63]([O:66][CH2:67][C:68]#[CH:69])=[CH:62][CH:61]=1)[CH2:18][CH2:19][CH2:20][CH2:21][CH2:22][C:23](=[O:58])[NH:24][CH2:25][CH2:26][CH2:27][CH2:28][C@@H:29]([C:51]([O:53][C:54]([CH3:57])([CH3:56])[CH3:55])=[O:52])[NH:30][C:31](=[O:50])[NH:32][C@H:33]([C:43]([O:45][C:46]([CH3:49])([CH3:48])[CH3:47])=[O:44])[CH2:34][CH2:35][C:36]([O:38][C:39]([CH3:42])([CH3:41])[CH3:40])=[O:37])([CH3:4])([CH3:3])[CH3:2].[N:80]([CH2:83][CH2:84][CH2:85][NH2:86])=[N+:81]=[N-:82]. (2) Given the product [NH:6]1[C:7]2[C:3](=[CH:2][CH:10]=[CH:9][CH:8]=2)[C:4]([S:12]([CH2:13][C:14]([NH:16][C:17]2[CH:21]=[C:20]([CH3:22])[O:19][N:18]=2)=[O:15])=[O:23])=[CH:5]1, predict the reactants needed to synthesize it. The reactants are: F[C:2]1[CH:10]=[C:9](F)[CH:8]=[C:7]2[C:3]=1[C:4]([S:12][CH2:13][C:14]([NH:16][C:17]1[CH:21]=[C:20]([CH3:22])[O:19][N:18]=1)=[O:15])=[CH:5][NH:6]2.[OH:23]O. (3) Given the product [CH2:24]([O:23][C:21](=[O:22])[NH:19][C:9]1[CH:10]=[CH:11][C:12]([N:13]2[CH:17]=[N:16][C:15]([CH3:18])=[N:14]2)=[C:7]([F:6])[CH:8]=1)[C:25]1[CH:30]=[CH:29][CH:28]=[CH:27][CH:26]=1, predict the reactants needed to synthesize it. The reactants are: C(=O)([O-])O.[Na+].[F:6][C:7]1[CH:8]=[C:9]([NH2:19])[CH:10]=[CH:11][C:12]=1[N:13]1[CH:17]=[N:16][C:15]([CH3:18])=[N:14]1.Cl[C:21]([O:23][CH2:24][C:25]1[CH:30]=[CH:29][CH:28]=[CH:27][CH:26]=1)=[O:22]. (4) Given the product [C:24]([NH:23][CH2:22][C:9]1[N:8]2[CH:27]=[C:5]([C:3]([OH:4])=[O:2])[N:6]=[C:7]2[C:12]([C:13]([F:16])([F:14])[F:15])=[CH:11][C:10]=1[C:17]1[CH:21]=[CH:20][O:19][CH:18]=1)(=[O:26])[CH3:25], predict the reactants needed to synthesize it. The reactants are: C[O:2][C:3]([C:5]1[N:6]=[C:7]2[C:12]([C:13]([F:16])([F:15])[F:14])=[CH:11][C:10]([C:17]3[CH:21]=[CH:20][O:19][CH:18]=3)=[C:9]([CH2:22][NH:23][C:24](=[O:26])[CH3:25])[N:8]2[CH:27]=1)=[O:4].[OH-].[Na+]. (5) Given the product [Cl:14][C:8]1[C:9]([Cl:13])=[CH:10][CH:11]=[CH:12][C:7]=1[N:6]1[C:2]([NH:20][CH2:19][C:18]2[CH:21]=[CH:22][CH:23]=[CH:24][C:17]=2[O:16][CH3:15])=[N:3][CH:4]=[N:5]1, predict the reactants needed to synthesize it. The reactants are: Br[C:2]1[N:6]([C:7]2[CH:12]=[CH:11][CH:10]=[C:9]([Cl:13])[C:8]=2[Cl:14])[N:5]=[CH:4][N:3]=1.[CH3:15][O:16][C:17]1[CH:24]=[CH:23][CH:22]=[CH:21][C:18]=1[CH2:19][NH2:20]. (6) The reactants are: [CH2:1]([C:3]1[NH:8][C:7]([CH3:9])=[C:6]([C:10]([C:12]2[S:13][CH:14]=[CH:15][CH:16]=2)=[O:11])[C:5](=O)[CH:4]=1)[CH3:2].P(Cl)(Cl)([Cl:20])=O. Given the product [Cl:20][C:5]1[CH:4]=[C:3]([CH2:1][CH3:2])[N:8]=[C:7]([CH3:9])[C:6]=1[C:10]([C:12]1[S:13][CH:14]=[CH:15][CH:16]=1)=[O:11], predict the reactants needed to synthesize it. (7) Given the product [Cl:1][C:2]1[N:7]=[C:6]([N:8]([CH3:32])[CH2:9][CH2:10][CH2:11][O:12][C:13]2[CH:14]=[C:15]3[C:19](=[CH:20][CH:21]=2)[C@H:18]([CH2:22][C:23]([O:25][CH2:26][CH3:27])=[O:24])[CH2:17][CH2:16]3)[C:5]([Cl:28])=[CH:4][N:3]=1, predict the reactants needed to synthesize it. The reactants are: [Cl:1][C:2]1[N:7]=[C:6]([NH:8][CH2:9][CH2:10][CH2:11][O:12][C:13]2[CH:14]=[C:15]3[C:19](=[CH:20][CH:21]=2)[C@H:18]([CH2:22][C:23]([O:25][CH2:26][CH3:27])=[O:24])[CH2:17][CH2:16]3)[C:5]([Cl:28])=[CH:4][N:3]=1.[H-].[Na+].I[CH3:32]. (8) Given the product [C:6]([O:5][C:1]([NH:2][N:3]=[CH:10][CH3:11])=[O:4])([CH3:9])([CH3:8])[CH3:7], predict the reactants needed to synthesize it. The reactants are: [C:1]([O:5][C:6]([CH3:9])([CH3:8])[CH3:7])(=[O:4])[NH:2][NH2:3].[CH:10](=O)[CH3:11]. (9) Given the product [ClH:20].[Cl:20][C:15]1[CH:16]=[CH:17][CH:18]=[CH:19][C:14]=1[C:9]1([CH3:13])[CH2:10][CH2:11][CH2:12][NH:8]1, predict the reactants needed to synthesize it. The reactants are: C(OC([N:8]1[CH2:12][CH2:11][CH2:10][C:9]1([C:14]1[CH:19]=[CH:18][CH:17]=[CH:16][C:15]=1[Cl:20])[CH3:13])=O)(C)(C)C.